Dataset: Forward reaction prediction with 1.9M reactions from USPTO patents (1976-2016). Task: Predict the product of the given reaction. (1) The product is: [NH2:11][CH:4]([CH:5]1[CH2:6][CH2:7][O:8][CH2:9][CH2:10]1)[C:3]([O:2][CH3:1])=[O:22]. Given the reactants [CH3:1][O:2][C:3](=[O:22])[C:4]([NH:11]C(OCC1C=CC=CC=1)=O)=[C:5]1[CH2:10][CH2:9][O:8][CH2:7][CH2:6]1.[H][H], predict the reaction product. (2) Given the reactants [CH2:1]([NH:8][C:9]([C:11]1[S:15][C:14]([NH2:16])=[N:13][C:12]=1[CH3:17])=[O:10])[C:2]1[CH:7]=[CH:6][CH:5]=[CH:4][CH:3]=1.[CH:18](=O)[C:19]1[CH:24]=[CH:23][CH:22]=[CH:21][CH:20]=1.C([BH3-])#N.[Na+], predict the reaction product. The product is: [CH2:1]([NH:8][C:9]([C:11]1[S:15][C:14]([NH:16][CH2:18][C:19]2[CH:24]=[CH:23][CH:22]=[CH:21][CH:20]=2)=[N:13][C:12]=1[CH3:17])=[O:10])[C:2]1[CH:7]=[CH:6][CH:5]=[CH:4][CH:3]=1.